From a dataset of Peptide-MHC class I binding affinity with 185,985 pairs from IEDB/IMGT. Regression. Given a peptide amino acid sequence and an MHC pseudo amino acid sequence, predict their binding affinity value. This is MHC class I binding data. The peptide sequence is KSCLPACVY. The MHC is HLA-B07:02 with pseudo-sequence HLA-B07:02. The binding affinity (normalized) is 0.0847.